Task: Predict which catalyst facilitates the given reaction.. Dataset: Catalyst prediction with 721,799 reactions and 888 catalyst types from USPTO (1) Reactant: [ClH:1].C(OC([N:9]1[CH2:15][CH2:14][CH2:13][N:12]([C:16]([C:18]2[CH:19]=[C:20]3[NH:29][C:28](=[O:30])[C:27]4[C:22](=[CH:23][CH:24]=[CH:25][CH:26]=4)[N:21]3[CH:31]=2)=[O:17])[CH2:11][CH2:10]1)=O)(C)(C)C. Product: [ClH:1].[N:12]1([C:16]([C:18]2[CH:19]=[C:20]3[NH:29][C:28](=[O:30])[C:27]4[C:22](=[CH:23][CH:24]=[CH:25][CH:26]=4)[N:21]3[CH:31]=2)=[O:17])[CH2:13][CH2:14][CH2:15][NH:9][CH2:10][CH2:11]1. The catalyst class is: 5. (2) Reactant: ClCCl.[NH2:4][C:5]1[N:14]2[N:15]=[C:16]([CH2:18][CH:19]3[CH2:23][CH2:22][N:21](C(OC(C)(C)C)=O)[CH2:20]3)[N:17]=[C:13]2[C:12]2[C:7](=[C:8]3[O:33][C:32]([F:35])([F:34])[O:31][C:9]3=[CH:10][CH:11]=2)[N:6]=1.Cl. Product: [F:35][C:32]1([F:34])[O:31][C:9]2=[CH:10][CH:11]=[C:12]3[C:7]([N:6]=[C:5]([NH2:4])[N:14]4[N:15]=[C:16]([CH2:18][CH:19]5[CH2:23][CH2:22][NH:21][CH2:20]5)[N:17]=[C:13]34)=[C:8]2[O:33]1. The catalyst class is: 12. (3) Reactant: [CH3:1][C:2]1[CH:7]=[CH:6][CH:5]=[CH:4][C:3]=1[C:8]1[C:19](=[O:20])[N:18]([C@H:21]2[CH2:25][CH2:24][N:23](C(OC(C)(C)C)=O)[CH2:22]2)[C:11]2[N:12]=[C:13]([S:16][CH3:17])[N:14]=[CH:15][C:10]=2[CH:9]=1.[ClH:33]. Product: [ClH:33].[CH3:1][C:2]1[CH:7]=[CH:6][CH:5]=[CH:4][C:3]=1[C:8]1[C:19](=[O:20])[N:18]([C@H:21]2[CH2:25][CH2:24][NH:23][CH2:22]2)[C:11]2[N:12]=[C:13]([S:16][CH3:17])[N:14]=[CH:15][C:10]=2[CH:9]=1. The catalyst class is: 4. (4) Product: [CH3:46][O:45][C:25]1[CH:26]=[C:27]2[C:32](=[CH:33][C:24]=1[O:23][CH2:22][CH2:21][N:18]1[CH2:19][CH2:20][NH:15][CH2:16][CH2:17]1)[N:31]=[CH:30][N:29]=[C:28]2[O:34][C:35]1[CH:36]=[C:37]2[C:41](=[CH:42][CH:43]=1)[NH:40][C:39]([CH3:44])=[CH:38]2. The catalyst class is: 4. Reactant: C(O)(C(F)(F)F)=O.C(OC([N:15]1[CH2:20][CH2:19][N:18]([CH2:21][CH2:22][O:23][C:24]2[CH:33]=[C:32]3[C:27]([C:28]([O:34][C:35]4[CH:36]=[C:37]5[C:41](=[CH:42][CH:43]=4)[NH:40][C:39]([CH3:44])=[CH:38]5)=[N:29][CH:30]=[N:31]3)=[CH:26][C:25]=2[O:45][CH3:46])[CH2:17][CH2:16]1)=O)(C)(C)C. (5) Reactant: [OH-].[K+].[CH3:3][O:4][C:5]1[CH:6]=[CH:7][C:8]2[N:9]([N:11]=[C:12]([C:25]3[CH:30]=[CH:29][CH:28]=[CH:27][C:26]=3[C:31]([F:34])([F:33])[F:32])[C:13]=2[CH2:14][C:15]2[N:20]=[C:19]([C:21]([O:23]C)=[O:22])[CH:18]=[CH:17][CH:16]=2)[CH:10]=1.Cl. Product: [CH3:3][O:4][C:5]1[CH:6]=[CH:7][C:8]2[N:9]([N:11]=[C:12]([C:25]3[CH:30]=[CH:29][CH:28]=[CH:27][C:26]=3[C:31]([F:33])([F:34])[F:32])[C:13]=2[CH2:14][C:15]2[N:20]=[C:19]([C:21]([OH:23])=[O:22])[CH:18]=[CH:17][CH:16]=2)[CH:10]=1. The catalyst class is: 5. (6) Reactant: C(OC([N:8](C(OC(C)(C)C)=O)[C:9]1[C:10]([C:26]2[O:30][C:29]([C:31]3[CH:36]=[CH:35][C:34]([CH2:37][N:38](C)[C:39](=O)OC(C)(C)C)=[CH:33][CH:32]=3)=[N:28][N:27]=2)=[N:11][C:12]([C:15]2[CH2:20][CH2:19][CH:18]([NH:21][C:22](=[O:25])[CH2:23][CH3:24])[CH2:17][CH:16]=2)=[CH:13][N:14]=1)=O)(C)(C)C.C(O)(C(F)(F)F)=O. Product: [NH2:8][C:9]1[N:14]=[CH:13][C:12]([C:15]2[CH2:20][CH2:19][CH:18]([NH:21][C:22](=[O:25])[CH2:23][CH3:24])[CH2:17][CH:16]=2)=[N:11][C:10]=1[C:26]1[O:30][C:29]([C:31]2[CH:32]=[CH:33][C:34]([CH2:37][NH:38][CH3:39])=[CH:35][CH:36]=2)=[N:28][N:27]=1. The catalyst class is: 2.